From a dataset of NCI-60 drug combinations with 297,098 pairs across 59 cell lines. Regression. Given two drug SMILES strings and cell line genomic features, predict the synergy score measuring deviation from expected non-interaction effect. (1) Drug 2: CC(C)NC(=O)C1=CC=C(C=C1)CNNC.Cl. Drug 1: CC1=CC2C(CCC3(C2CCC3(C(=O)C)OC(=O)C)C)C4(C1=CC(=O)CC4)C. Cell line: NCIH23. Synergy scores: CSS=0.570, Synergy_ZIP=0.561, Synergy_Bliss=2.55, Synergy_Loewe=-1.49, Synergy_HSA=-0.220. (2) Drug 1: C1CCC(C1)C(CC#N)N2C=C(C=N2)C3=C4C=CNC4=NC=N3. Drug 2: CC1C(C(CC(O1)OC2CC(CC3=C2C(=C4C(=C3O)C(=O)C5=CC=CC=C5C4=O)O)(C(=O)C)O)N)O. Cell line: SF-539. Synergy scores: CSS=48.3, Synergy_ZIP=0.636, Synergy_Bliss=3.06, Synergy_Loewe=-2.38, Synergy_HSA=4.75. (3) Drug 1: COC1=C(C=C2C(=C1)N=CN=C2NC3=CC(=C(C=C3)F)Cl)OCCCN4CCOCC4. Drug 2: CC1CCC2CC(C(=CC=CC=CC(CC(C(=O)C(C(C(=CC(C(=O)CC(OC(=O)C3CCCCN3C(=O)C(=O)C1(O2)O)C(C)CC4CCC(C(C4)OC)OCCO)C)C)O)OC)C)C)C)OC. Cell line: COLO 205. Synergy scores: CSS=26.3, Synergy_ZIP=9.57, Synergy_Bliss=10.3, Synergy_Loewe=9.22, Synergy_HSA=13.5. (4) Cell line: DU-145. Drug 1: CCCS(=O)(=O)NC1=C(C(=C(C=C1)F)C(=O)C2=CNC3=C2C=C(C=N3)C4=CC=C(C=C4)Cl)F. Drug 2: C1=NC2=C(N1)C(=S)N=CN2. Synergy scores: CSS=7.11, Synergy_ZIP=-9.56, Synergy_Bliss=-14.4, Synergy_Loewe=-39.9, Synergy_HSA=-16.7.